From a dataset of Forward reaction prediction with 1.9M reactions from USPTO patents (1976-2016). Predict the product of the given reaction. (1) Given the reactants Cl[C:2]1[N:7]=[C:6]([O:8][C:9]2[C:18]3[C:13](=[CH:14][CH:15]=[CH:16][CH:17]=3)[C:12]([NH:19][C:20](=[O:26])[O:21][C:22]([CH3:25])([CH3:24])[CH3:23])=[CH:11][CH:10]=2)[CH:5]=[CH:4][N:3]=1.[NH2:27][C:28]1[CH:29]=[C:30]([CH:42]=[C:43]([C:45]#[CH:46])[CH:44]=1)[C:31]([NH:33][CH2:34][CH2:35][N:36]1[CH2:41][CH2:40][O:39][CH2:38][CH2:37]1)=[O:32].C([O-])(O)=O.[Na+], predict the reaction product. The product is: [C:45]([C:43]1[CH:44]=[C:28]([NH:27][C:2]2[N:7]=[C:6]([O:8][C:9]3[C:18]4[C:13](=[CH:14][CH:15]=[CH:16][CH:17]=4)[C:12]([NH:19][C:20](=[O:26])[O:21][C:22]([CH3:23])([CH3:25])[CH3:24])=[CH:11][CH:10]=3)[CH:5]=[CH:4][N:3]=2)[CH:29]=[C:30]([C:31](=[O:32])[NH:33][CH2:34][CH2:35][N:36]2[CH2:37][CH2:38][O:39][CH2:40][CH2:41]2)[CH:42]=1)#[CH:46]. (2) Given the reactants [CH3:1][O:2][C:3]1[C:4]([CH3:33])=[C:5]([C:24]([O:31][CH3:32])=[C:25]([O:29][CH3:30])[C:26]=1[O:27][CH3:28])[CH2:6][C:7]1[C:8]([O:16][CH2:17][C:18]2[CH:23]=[CH:22][CH:21]=[CH:20][CH:19]=2)=[C:9]([CH:13]=[CH:14][CH:15]=1)[C:10]([OH:12])=[O:11].CO.[CH3:36]CN=C=NCCCN(C)C.Cl, predict the reaction product. The product is: [CH3:1][O:2][C:3]1[C:4]([CH3:33])=[C:5]([C:24]([O:31][CH3:32])=[C:25]([O:29][CH3:30])[C:26]=1[O:27][CH3:28])[CH2:6][C:7]1[C:8]([O:16][CH2:17][C:18]2[CH:23]=[CH:22][CH:21]=[CH:20][CH:19]=2)=[C:9]([CH:13]=[CH:14][CH:15]=1)[C:10]([O:12][CH3:36])=[O:11]. (3) Given the reactants [CH3:1][C:2]1([CH3:35])[C:6]2=[N:7][CH:8]=[C:9]([N:11]3[CH2:16][CH2:15][O:14][CH2:13][CH2:12]3)[CH:10]=[C:5]2[N:4]([C:17]2[C:26]3[C:21](=[CH:22][C:23]([F:27])=[CH:24][CH:25]=3)[N:20]=[C:19]([C:28]3[CH:33]=[CH:32][CH:31]=[CH:30][N:29]=3)[C:18]=2[CH3:34])[CH2:3]1.C1C(=O)N([Br:43])C(=O)C1, predict the reaction product. The product is: [Br:43][C:8]1[N:7]=[C:6]2[C:2]([CH3:35])([CH3:1])[CH2:3][N:4]([C:17]3[C:26]4[C:21](=[CH:22][C:23]([F:27])=[CH:24][CH:25]=4)[N:20]=[C:19]([C:28]4[CH:33]=[CH:32][CH:31]=[CH:30][N:29]=4)[C:18]=3[CH3:34])[C:5]2=[CH:10][C:9]=1[N:11]1[CH2:16][CH2:15][O:14][CH2:13][CH2:12]1. (4) Given the reactants [F:1][C:2]([F:7])([F:6])[C:3]([OH:5])=[O:4].[CH2:8]([S:10]([N:13]1[CH2:18][CH2:17][CH:16]([C:19]2[C:27]3[C:22](=[C:23]([C:40]([NH2:42])=[O:41])[CH:24]=[C:25]([C:28]4[CH:32]=[C:31]([CH2:33][N:34]([C@@H:36]([CH3:39])[CH2:37]O)[CH3:35])[S:30][CH:29]=4)[CH:26]=3)[NH:21][CH:20]=2)[CH2:15][CH2:14]1)(=[O:12])=[O:11])[CH3:9].N[C@@H](C)CO, predict the reaction product. The product is: [F:1][C:2]([F:7])([F:6])[C:3]([OH:5])=[O:4].[O:11]=[S:10]1(=[O:12])[CH2:8][CH2:39][CH:36]([N:34]([CH2:33][C:31]2[S:30][CH:29]=[C:28]([C:25]3[CH:26]=[C:27]4[C:22](=[C:23]([C:40]([NH2:42])=[O:41])[CH:24]=3)[NH:21][CH:20]=[C:19]4[CH:16]3[CH2:15][CH2:14][N:13]([S:10]([CH2:8][CH3:9])(=[O:11])=[O:12])[CH2:18][CH2:17]3)[CH:32]=2)[CH3:35])[CH2:37]1. (5) Given the reactants C([N:8]1[CH2:16][C:15]2[C:10](=[CH:11][CH:12]=[C:13]([O:17][C:18]3[CH:26]=[CH:25][C:21]([C:22]([NH2:24])=[O:23])=[CH:20][N:19]=3)[CH:14]=2)[CH2:9]1)C1C=CC=CC=1, predict the reaction product. The product is: [CH2:9]1[C:10]2[C:15](=[CH:14][C:13]([O:17][C:18]3[CH:26]=[CH:25][C:21]([C:22]([NH2:24])=[O:23])=[CH:20][N:19]=3)=[CH:12][CH:11]=2)[CH2:16][NH:8]1. (6) Given the reactants [CH2:1]([N:3]1[CH2:7][CH2:6][C@@H:5]([CH2:8][C:9]2[CH:14]=[C:13]([F:15])[CH:12]=[CH:11][C:10]=2[S:16]([NH:19][C:20]2[C:29]([C:30]([O:32]C)=[O:31])=[C:28]3[C:23]([CH:24]4[CH2:34][CH:25]4[CH2:26][O:27]3)=[C:22]([F:35])[CH:21]=2)(=[O:18])=[O:17])[CH2:4]1)[CH3:2].O.[OH-].[Li+].O1CCOCC1, predict the reaction product. The product is: [CH2:1]([N:3]1[CH2:7][CH2:6][C@@H:5]([CH2:8][C:9]2[CH:14]=[C:13]([F:15])[CH:12]=[CH:11][C:10]=2[S:16]([NH:19][C:20]2[C:29]([C:30]([OH:32])=[O:31])=[C:28]3[C:23]([CH:24]4[CH2:34][CH:25]4[CH2:26][O:27]3)=[C:22]([F:35])[CH:21]=2)(=[O:18])=[O:17])[CH2:4]1)[CH3:2].